Predict the reactants needed to synthesize the given product. From a dataset of Full USPTO retrosynthesis dataset with 1.9M reactions from patents (1976-2016). (1) Given the product [CH3:18][O:19][C:20](=[O:35])[C@H:21]([CH2:23][CH2:24][CH2:25][CH2:26][NH:27][C:28]([O:30][C:31]([CH3:33])([CH3:32])[CH3:34])=[O:29])[NH:22][C:13](=[O:15])[CH2:12][N:10]([S:7]([C:4]1[CH:3]=[CH:2][C:1]([CH3:16])=[CH:6][CH:5]=1)(=[O:8])=[O:9])[CH3:11], predict the reactants needed to synthesize it. The reactants are: [C:1]1([CH3:16])[CH:6]=[CH:5][C:4]([S:7]([N:10]([CH2:12][C:13]([OH:15])=O)[CH3:11])(=[O:9])=[O:8])=[CH:3][CH:2]=1.Cl.[CH3:18][O:19][C:20](=[O:35])[C@H:21]([CH2:23][CH2:24][CH2:25][CH2:26][NH:27][C:28]([O:30][C:31]([CH3:34])([CH3:33])[CH3:32])=[O:29])[NH2:22]. (2) The reactants are: Br[C:2]1[CH:7]=[CH:6][C:5]([C:8]2[CH2:12][C:11]([C:17]3[CH:22]=[C:21]([Cl:23])[CH:20]=[C:19]([Cl:24])[CH:18]=3)([C:13]([F:16])([F:15])[F:14])[O:10][N:9]=2)=[CH:4][C:3]=1[CH3:25].[CH3:26][N:27](C)C=O. Given the product [Cl:24][C:19]1[CH:18]=[C:17]([C:11]2([C:13]([F:16])([F:15])[F:14])[O:10][N:9]=[C:8]([C:5]3[CH:6]=[CH:7][C:2]([C:26]#[N:27])=[C:3]([CH3:25])[CH:4]=3)[CH2:12]2)[CH:22]=[C:21]([Cl:23])[CH:20]=1, predict the reactants needed to synthesize it. (3) The reactants are: [CH3:1][C:2]1[N:3]=[C:4]2[CH:9]=[N:8][C:7]3[CH:10]=[CH:11][S:12][C:6]=3[N:5]2[CH:13]=1.[I:14]N1C(=O)CCC1=O. Given the product [I:14][C:13]1[N:5]2[C:6]3[S:12][CH:11]=[CH:10][C:7]=3[N:8]=[CH:9][C:4]2=[N:3][C:2]=1[CH3:1], predict the reactants needed to synthesize it. (4) Given the product [F:15][C:16]1[CH:21]=[CH:20][C:19]([O:22][C:4]2[CH:5]=[C:6]3[C:10](=[CH:11][CH:12]=2)[C:9](=[O:13])[NH:8][C:7]3=[O:14])=[CH:18][CH:17]=1, predict the reactants needed to synthesize it. The reactants are: [N+]([C:4]1[CH:5]=[C:6]2[C:10](=[CH:11][CH:12]=1)[C:9](=[O:13])[NH:8][C:7]2=[O:14])([O-])=O.[F:15][C:16]1[CH:21]=[CH:20][C:19]([OH:22])=[CH:18][CH:17]=1.C([O-])([O-])=O.[K+].[K+].CN(C=O)C. (5) Given the product [C:1]([O:5][C:6]([N:8]1[CH2:13][CH2:12][N:11]([C:14]2[C:19]([F:20])=[CH:18][CH:17]=[C:16]([NH:37][CH2:30][C:31]3[CH:36]=[CH:35][CH:34]=[CH:33][CH:32]=3)[C:15]=2[C:22]#[N:23])[CH2:10][CH2:9]1)=[O:7])([CH3:4])([CH3:3])[CH3:2], predict the reactants needed to synthesize it. The reactants are: [C:1]([O:5][C:6]([N:8]1[CH2:13][CH2:12][N:11]([C:14]2[C:19]([F:20])=[CH:18][CH:17]=[C:16](F)[C:15]=2[C:22]#[N:23])[CH2:10][CH2:9]1)=[O:7])([CH3:4])([CH3:3])[CH3:2].C(=O)([O-])[O-].[K+].[K+].[CH2:30]([NH2:37])[C:31]1[CH:36]=[CH:35][CH:34]=[CH:33][CH:32]=1. (6) Given the product [NH2:32][CH2:31][CH2:30][CH:27]1[CH2:28][CH2:29][N:24]([C:22]([C:21]2[CH:40]=[CH:41][C:18]([C:15]3[N:16]=[CH:17][C:12]4[N:13]([C:9]([C:6]5[CH:5]=[CH:4][C:3]([C:1]#[N:2])=[CH:8][CH:7]=5)=[CH:10][N:11]=4)[CH:14]=3)=[CH:19][CH:20]=2)=[O:23])[CH2:25][CH2:26]1, predict the reactants needed to synthesize it. The reactants are: [C:1]([C:3]1[CH:8]=[CH:7][C:6]([C:9]2[N:13]3[CH:14]=[C:15]([C:18]4[CH:41]=[CH:40][C:21]([C:22]([N:24]5[CH2:29][CH2:28][CH:27]([CH2:30][CH2:31][NH:32]C(=O)OC(C)(C)C)[CH2:26][CH2:25]5)=[O:23])=[CH:20][CH:19]=4)[N:16]=[CH:17][C:12]3=[N:11][CH:10]=2)=[CH:5][CH:4]=1)#[N:2].C(O)(C(F)(F)F)=O. (7) Given the product [C:18]1([C:24]2[N:32]=[C:27]3[CH:28]=[N:29][N:30]([CH2:2][C:3]4[O:7][N:6]=[C:5]([C:8]5[CH:13]=[CH:12][C:11]([O:14][CH2:15][CH2:16][CH3:17])=[CH:10][CH:9]=5)[CH:4]=4)[CH:31]=[C:26]3[N:25]=2)[CH:19]=[CH:20][CH:21]=[CH:22][CH:23]=1, predict the reactants needed to synthesize it. The reactants are: Cl[CH2:2][C:3]1[O:7][N:6]=[C:5]([C:8]2[CH:13]=[CH:12][C:11]([O:14][CH2:15][CH2:16][CH3:17])=[CH:10][CH:9]=2)[CH:4]=1.[C:18]1([C:24]2[N:32]=[C:27]3[CH:28]=[N:29][NH:30][CH:31]=[C:26]3[N:25]=2)[CH:23]=[CH:22][CH:21]=[CH:20][CH:19]=1. (8) Given the product [C:1]1([C@H:7]([NH:9][C:10]([C:12]2[CH:17]=[CH:16][C:15]([C:18]3[CH:23]=[CH:22][C:21]([C@@H:24]([C:35]4[CH:40]=[CH:39][CH:38]=[CH:37][C:36]=4[CH3:41])[CH2:25][C:26](=[N:43][OH:44])[C:28]4[CH:33]=[CH:32][N:31]=[C:30]([CH3:34])[CH:29]=4)=[CH:20][CH:19]=3)=[CH:14][CH:13]=2)=[O:11])[CH3:8])[CH:6]=[CH:5][CH:4]=[CH:3][CH:2]=1, predict the reactants needed to synthesize it. The reactants are: [C:1]1([C@H:7]([NH:9][C:10]([C:12]2[CH:17]=[CH:16][C:15]([C:18]3[CH:23]=[CH:22][C:21]([C@@H:24]([C:35]4[CH:40]=[CH:39][CH:38]=[CH:37][C:36]=4[CH3:41])[CH2:25][C:26]([C:28]4[CH:33]=[CH:32][N:31]=[C:30]([CH3:34])[CH:29]=4)=O)=[CH:20][CH:19]=3)=[CH:14][CH:13]=2)=[O:11])[CH3:8])[CH:6]=[CH:5][CH:4]=[CH:3][CH:2]=1.Cl.[NH2:43][OH:44].C([O-])(O)=O.[Na+]. (9) Given the product [OH:53][CH2:50][CH2:51][CH:47]1[CH2:46][NH:45][CH2:48][CH2:49][N:65]1[C:16]1[C:15]([C:13]([NH:12][C:9]2[CH:10]=[CH:11][C:6]([CH3:5])=[C:7]([NH:30][C:31]3[N:36]=[C:35]([C:37]4[CH:38]=[N:39][CH:40]=[CH:41][CH:42]=4)[CH:34]=[CH:33][N:32]=3)[CH:8]=2)=[O:14])=[CH:23][CH:22]=[C:21]2[C:17]=1[CH2:18][CH2:19][CH2:20]2, predict the reactants needed to synthesize it. The reactants are: Cl.Cl.Cl.Cl.[CH3:5][C:6]1[CH:11]=[CH:10][C:9]([NH:12][C:13]([C:15]2[CH:16]=[C:17]3[C:21](=[CH:22][CH:23]=2)[CH:20](N2CCNCC2)[CH2:19][CH2:18]3)=[O:14])=[CH:8][C:7]=1[NH:30][C:31]1[N:36]=[C:35]([C:37]2[CH:38]=[N:39][CH:40]=[CH:41][CH:42]=2)[CH:34]=[CH:33][N:32]=1.C([N:45]([CH2:48][CH3:49])[CH2:46][CH3:47])C.[C:50]([O:53][BH-](OC(=O)C)OC(=O)C)(=O)[CH3:51].[Na+].C[N:65](C=O)C.